This data is from Forward reaction prediction with 1.9M reactions from USPTO patents (1976-2016). The task is: Predict the product of the given reaction. (1) Given the reactants [CH3:1][N:2]([CH3:45])[CH:3]1[CH2:6][C:5]([NH:38]C(=O)C(F)(F)F)([C:7]2[CH:12]=[CH:11][C:10]([C:13]3[C:22]([C:23]4[CH:28]=[CH:27][CH:26]=[CH:25][CH:24]=4)=[CH:21][C:20]4[C:19]5=[N:29][N:30]=[C:31]([C:32]6[N:37]=[CH:36][CH:35]=[CH:34][N:33]=6)[N:18]5[CH:17]=[CH:16][C:15]=4[N:14]=3)=[CH:9][CH:8]=2)[CH2:4]1.[OH-].[K+].CCOC(C)=O.C([O-])(O)=O.[Na+], predict the reaction product. The product is: [CH3:1][N:2]([CH3:45])[CH:3]1[CH2:4][C:5]([C:7]2[CH:12]=[CH:11][C:10]([C:13]3[C:22]([C:23]4[CH:28]=[CH:27][CH:26]=[CH:25][CH:24]=4)=[CH:21][C:20]4[C:19]5=[N:29][N:30]=[C:31]([C:32]6[N:37]=[CH:36][CH:35]=[CH:34][N:33]=6)[N:18]5[CH:17]=[CH:16][C:15]=4[N:14]=3)=[CH:9][CH:8]=2)([NH2:38])[CH2:6]1. (2) Given the reactants Cl[C:2]1[N:10]=[CH:9][N:8]=[C:7]2[C:3]=1[N:4]=[C:5]([C:18]1[CH:23]=[CH:22][C:21]([Cl:24])=[CH:20][C:19]=1[Cl:25])[N:6]2[C:11]1[CH:16]=[CH:15][C:14]([Cl:17])=[CH:13][CH:12]=1.[CH2:26]([O:28][C:29]([CH:31]1[CH2:36][CH2:35][NH:34][CH2:33][CH2:32]1)=[O:30])[CH3:27].C(N(CC)CC)C, predict the reaction product. The product is: [CH2:26]([O:28][C:29]([CH:31]1[CH2:36][CH2:35][N:34]([C:2]2[N:10]=[CH:9][N:8]=[C:7]3[C:3]=2[N:4]=[C:5]([C:18]2[CH:23]=[CH:22][C:21]([Cl:24])=[CH:20][C:19]=2[Cl:25])[N:6]3[C:11]2[CH:16]=[CH:15][C:14]([Cl:17])=[CH:13][CH:12]=2)[CH2:33][CH2:32]1)=[O:30])[CH3:27]. (3) The product is: [N:15]1([C:13]([O:12][C:8]([CH3:11])([CH3:9])[CH3:10])=[O:14])[CH2:20][CH2:19][NH:18][CH2:17][C@@H:16]1[C:21]([O:23][CH3:1])=[O:22]. Given the reactants [CH3:1][Si](C=[N+]=[N-])(C)C.[C:8]([O:12][C:13]([N:15]1[CH2:20][CH2:19][NH:18][CH2:17][C@@H:16]1[C:21]([OH:23])=[O:22])=[O:14])([CH3:11])([CH3:10])[CH3:9], predict the reaction product. (4) The product is: [CH2:2]=[CH:1][N:3]1[C:4](=[O:8])[CH2:5][CH2:6][CH2:7]1.[CH3:12][C:9]([C:13]1[CH:14]=[CH:15][C:16]([CH:17]=[CH2:18])=[CH:19][CH:20]=1)([CH3:10])[CH3:11]. Given the reactants [CH:1]([N:3]1[CH2:7][CH2:6][CH2:5][C:4]1=[O:8])=[CH2:2].[C:9]([C:13]1[CH:20]=[CH:19][C:16]([CH:17]=[CH2:18])=[CH:15][CH:14]=1)([CH3:12])([CH3:11])[CH3:10], predict the reaction product. (5) The product is: [F:12][CH:11]([F:13])[C:8]1[N:6]2[N:7]=[C:2]([NH2:15])[CH:3]=[C:4]([CH3:14])[C:5]2=[N:10][N:9]=1. Given the reactants Cl[C:2]1[CH:3]=[C:4]([CH3:14])[C:5]2[N:6]([C:8]([CH:11]([F:13])[F:12])=[N:9][N:10]=2)[N:7]=1.[NH3:15], predict the reaction product. (6) Given the reactants Cl[CH2:2][CH2:3][CH2:4][CH2:5][CH2:6][N:7]1[C:15]2[C:10](=[CH:11][CH:12]=[CH:13][CH:14]=2)[C:9]2[CH2:16][CH2:17][S:18][C:19]3[CH:24]=[CH:23][CH:22]=[CH:21][C:20]=3[C:8]1=2.[NH:25]1[CH2:29][CH2:28][CH2:27][CH2:26]1, predict the reaction product. The product is: [N:25]1([CH2:2][CH2:3][CH2:4][CH2:5][CH2:6][N:7]2[C:15]3[C:10](=[CH:11][CH:12]=[CH:13][CH:14]=3)[C:9]3[CH2:16][CH2:17][S:18][C:19]4[CH:24]=[CH:23][CH:22]=[CH:21][C:20]=4[C:8]2=3)[CH2:29][CH2:28][CH2:27][CH2:26]1. (7) Given the reactants [CH:1]1([C:5]([C:17]2[CH:22]=[CH:21][CH:20]=[CH:19][CH:18]=2)([CH3:16])[C:6]([O:8][CH:9]2[CH2:14][CH2:13][N:12]([CH3:15])[CH2:11][CH2:10]2)=[O:7])[CH2:4][CH2:3][CH2:2]1.[I:23][CH3:24], predict the reaction product. The product is: [I-:23].[CH:1]1([C:5]([C:17]2[CH:22]=[CH:21][CH:20]=[CH:19][CH:18]=2)([CH3:16])[C:6]([O:8][CH:9]2[CH2:10][CH2:11][N+:12]([CH3:24])([CH3:15])[CH2:13][CH2:14]2)=[O:7])[CH2:4][CH2:3][CH2:2]1.